This data is from Full USPTO retrosynthesis dataset with 1.9M reactions from patents (1976-2016). The task is: Predict the reactants needed to synthesize the given product. (1) Given the product [CH3:19][C:16]1[CH:17]=[CH:18][C:10]2[NH:9][C:2](=[O:3])[O:13][C:12](=[O:14])[C:11]=2[CH:15]=1, predict the reactants needed to synthesize it. The reactants are: Cl[C:2](OC(Cl)(Cl)Cl)=[O:3].[NH2:9][C:10]1[CH:18]=[CH:17][C:16]([CH3:19])=[CH:15][C:11]=1[C:12]([OH:14])=[O:13].C(OC(C)C)(C)C. (2) Given the product [ClH:1].[CH2:15]([C@:10]1([C:13]#[N:14])[CH2:11][CH2:12][N:8]([C:6]2[CH:5]=[CH:4][N:3]=[C:2]([NH:24][C:21]3[S:20][C:19]([CH3:18])=[N:23][CH:22]=3)[N:7]=2)[C:9]1=[O:17])[CH3:16], predict the reactants needed to synthesize it. The reactants are: [Cl:1][C:2]1[N:7]=[C:6]([N:8]2[CH2:12][CH2:11][C@:10]([CH2:15][CH3:16])([C:13]#[N:14])[C:9]2=[O:17])[CH:5]=[CH:4][N:3]=1.[CH3:18][C:19]1[S:20][C:21]([NH2:24])=[CH:22][N:23]=1.C(=O)([O-])[O-].[K+].[K+].C1(P(C2CCCCC2)C2C=CC=CC=2C2C(C(C)C)=CC(C(C)C)=CC=2C(C)C)CCCCC1. (3) Given the product [CH:11]1([O:10][C:8]2[CH:9]=[C:4]3[CH:3]=[CH:2][NH:1][C:5]3=[N:6][CH:7]=2)[CH2:15][CH2:14][CH2:13][CH2:12]1, predict the reactants needed to synthesize it. The reactants are: [NH:1]1[C:5]2=[N:6][CH:7]=[C:8]([OH:10])[CH:9]=[C:4]2[CH:3]=[CH:2]1.[CH:11]1(O)[CH2:15][CH2:14][CH2:13][CH2:12]1. (4) Given the product [CH2:16]([N:10]1[C:9]([C:4]2[CH:5]=[CH:6][CH:7]=[CH:8][C:3]=2[C:2]([F:1])([F:14])[F:15])=[N:13][N:12]=[N:11]1)[C:17]1[CH:22]=[CH:21][CH:20]=[CH:19][CH:18]=1, predict the reactants needed to synthesize it. The reactants are: [F:1][C:2]([F:15])([F:14])[C:3]1[CH:8]=[CH:7][CH:6]=[CH:5][C:4]=1[C:9]1[NH:13][N:12]=[N:11][N:10]=1.[CH2:16](Br)[C:17]1[CH:22]=[CH:21][CH:20]=[CH:19][CH:18]=1.BrCC1C=CC=CC=1C. (5) Given the product [CH:18]1([N:8]2[C:7]([CH2:6][CH:5]([CH3:21])[C:4]([OH:22])=[O:3])=[CH:11][N:10]=[C:9]2[C:12]2[CH:17]=[CH:16][N:15]=[CH:14][CH:13]=2)[CH2:19][CH2:20]1, predict the reactants needed to synthesize it. The reactants are: C([O:3][C:4](=[O:22])[CH:5]([CH3:21])[CH2:6][C:7]1[N:8]([CH:18]2[CH2:20][CH2:19]2)[C:9]([C:12]2[CH:17]=[CH:16][N:15]=[CH:14][CH:13]=2)=[N:10][CH:11]=1)C.[OH-].[Na+]. (6) Given the product [C:21]([NH:29][C:30]([NH:20][C:18]1[CH:17]=[CH:16][C:14]2[N:15]=[C:11]([NH:10][CH2:9][CH2:8][C:5]3[CH:6]=[CH:7][C:2]([Br:1])=[CH:3][CH:4]=3)[S:12][C:13]=2[CH:19]=1)=[S:31])(=[O:28])[C:22]1[CH:27]=[CH:26][CH:25]=[CH:24][CH:23]=1, predict the reactants needed to synthesize it. The reactants are: [Br:1][C:2]1[CH:7]=[CH:6][C:5]([CH2:8][CH2:9][NH:10][C:11]2[S:12][C:13]3[CH:19]=[C:18]([NH2:20])[CH:17]=[CH:16][C:14]=3[N:15]=2)=[CH:4][CH:3]=1.[C:21]([N:29]=[C:30]=[S:31])(=[O:28])[C:22]1[CH:27]=[CH:26][CH:25]=[CH:24][CH:23]=1. (7) Given the product [Br:1][C:2]1[CH:10]=[C:9]2[C:5]([C:6](=[N:15][NH:14][C:16]3[CH:21]=[CH:20][C:19]([S:22]([NH2:25])(=[O:23])=[O:24])=[CH:18][CH:17]=3)[C:7](=[O:11])[NH:8]2)=[CH:4][CH:3]=1, predict the reactants needed to synthesize it. The reactants are: [Br:1][C:2]1[CH:10]=[C:9]2[C:5]([C:6](=O)[C:7](=[O:11])[NH:8]2)=[CH:4][CH:3]=1.Cl.[NH:14]([C:16]1[CH:21]=[CH:20][C:19]([S:22]([NH2:25])(=[O:24])=[O:23])=[CH:18][CH:17]=1)[NH2:15].